From a dataset of NCI-60 drug combinations with 297,098 pairs across 59 cell lines. Regression. Given two drug SMILES strings and cell line genomic features, predict the synergy score measuring deviation from expected non-interaction effect. Drug 1: CC(CN1CC(=O)NC(=O)C1)N2CC(=O)NC(=O)C2. Synergy scores: CSS=4.34, Synergy_ZIP=-2.63, Synergy_Bliss=1.78, Synergy_Loewe=-7.44, Synergy_HSA=-1.18. Drug 2: C(CN)CNCCSP(=O)(O)O. Cell line: M14.